This data is from Peptide-MHC class II binding affinity with 134,281 pairs from IEDB. The task is: Regression. Given a peptide amino acid sequence and an MHC pseudo amino acid sequence, predict their binding affinity value. This is MHC class II binding data. (1) The peptide sequence is QPPSLPITVYYAVLERACRSVLLNAPSEAPQIVR. The MHC is DRB1_1501 with pseudo-sequence DRB1_1501. The binding affinity (normalized) is 0.733. (2) The peptide sequence is EIGFIVPGLPGTVLR. The MHC is DRB1_0101 with pseudo-sequence DRB1_0101. The binding affinity (normalized) is 0.889. (3) The peptide sequence is EVVDYLGIPASARPV. The MHC is HLA-DPA10301-DPB10402 with pseudo-sequence HLA-DPA10301-DPB10402. The binding affinity (normalized) is 0.154. (4) The peptide sequence is FQKTILKATTALKDV. The MHC is DRB1_0802 with pseudo-sequence DRB1_0802. The binding affinity (normalized) is 0.276. (5) The peptide sequence is GEGQIVDKIDAAFKI. The MHC is DRB3_0101 with pseudo-sequence DRB3_0101. The binding affinity (normalized) is 0.667.